This data is from Peptide-MHC class I binding affinity with 185,985 pairs from IEDB/IMGT. The task is: Regression. Given a peptide amino acid sequence and an MHC pseudo amino acid sequence, predict their binding affinity value. This is MHC class I binding data. (1) The peptide sequence is IVLGNPVFL. The MHC is HLA-A68:02 with pseudo-sequence HLA-A68:02. The binding affinity (normalized) is 0.281. (2) The peptide sequence is ILLMLVTPSM. The MHC is HLA-B08:01 with pseudo-sequence HLA-B08:01. The binding affinity (normalized) is 0.531. (3) The peptide sequence is FIMFMLIFNV. The MHC is HLA-A02:01 with pseudo-sequence HLA-A02:01. The binding affinity (normalized) is 0.983. (4) The peptide sequence is NQMIFVSSI. The MHC is HLA-A02:02 with pseudo-sequence HLA-A02:02. The binding affinity (normalized) is 0.719. (5) The peptide sequence is KGMKIQHFK. The MHC is HLA-A02:12 with pseudo-sequence HLA-A02:12. The binding affinity (normalized) is 0.0847. (6) The peptide sequence is APRTLVLLL. The MHC is HLA-A02:01 with pseudo-sequence HLA-A02:01. The binding affinity (normalized) is 0.0847. (7) The peptide sequence is IVLSHILPL. The MHC is HLA-C15:02 with pseudo-sequence HLA-C15:02. The binding affinity (normalized) is 0.443.